Dataset: Catalyst prediction with 721,799 reactions and 888 catalyst types from USPTO. Task: Predict which catalyst facilitates the given reaction. (1) Reactant: C(O[C:6]([N:8](C)[C:9]1[N:14]=[C:13]([CH2:15][CH2:16][CH2:17][C:18]2[CH:19]=[C:20]([CH2:23][C@@H:24]([C:36]([O:38]C(C)(C)C)=[O:37])[NH:25][C:26]([C:28]3[C:33]([Cl:34])=[CH:32][CH:31]=[CH:30][C:29]=3[Cl:35])=[O:27])[S:21][CH:22]=2)[CH:12]=[CH:11][CH:10]=1)=O)(C)(C)C.C(O)(C(F)(F)F)=O.C(=O)(O)[O-]. Product: [Cl:34][C:33]1[CH:32]=[CH:31][CH:30]=[C:29]([Cl:35])[C:28]=1[C:26]([NH:25][C@H:24]([C:36]([OH:38])=[O:37])[CH2:23][C:20]1[S:21][CH:22]=[C:18]([CH2:17][CH2:16][CH2:15][C:13]2[CH:12]=[CH:11][CH:10]=[C:9]([NH:8][CH3:6])[N:14]=2)[CH:19]=1)=[O:27]. The catalyst class is: 2. (2) Reactant: C1C(=O)N(Cl)C(=O)C1.[CH:9]1[C:14]2[CH:15]=[C:16]3[C:31]4[C:20]([C:21]5[C:32]6[C:25](=[CH:26][CH:27]=[CH:28][C:29]=6[C:30]=4[C:13]=2[CH:12]=[CH:11][CH:10]=1)[CH:24]=[CH:23][CH:22]=5)=[CH:19][C:18]1[CH:33]=[CH:34][CH:35]=[CH:36][C:17]3=1.[Li]CCCC.[CH2:42]([SiH:50]([CH2:59][CH2:60][CH2:61][CH2:62][CH2:63][CH2:64][CH2:65][CH3:66])[CH2:51][CH2:52][CH2:53][CH2:54][CH2:55][CH2:56][CH2:57][CH3:58])[CH2:43][CH2:44][CH2:45][CH2:46][CH2:47][CH2:48][CH3:49]. Product: [CH2:59]([SiH:50]([CH2:42][CH2:43][CH2:44][CH2:45][CH2:46][CH2:47][CH2:48][CH3:49])[CH2:51][CH2:52][CH2:53][CH2:54][CH2:55][CH2:56][CH2:57][CH3:58])[CH2:60][CH2:61][CH2:62][CH2:63][CH2:64][CH2:65][CH3:66].[CH:9]1[C:14]2[CH:15]=[C:16]3[C:31]4[C:20]([C:21]5[C:32]6[C:25](=[CH:26][CH:27]=[CH:28][C:29]=6[C:30]=4[C:13]=2[CH:12]=[CH:11][CH:10]=1)[CH:24]=[CH:23][CH:22]=5)=[CH:19][C:18]1[CH:33]=[CH:34][CH:35]=[CH:36][C:17]3=1. The catalyst class is: 396. (3) Reactant: [Cl:1][C:2]1[CH:7]=[C:6]([O:8][CH2:9][CH:10]2[CH2:14][O:13]C(C)(C)[O:11]2)[CH:5]=[CH:4][C:3]=1[NH:17][C:18]([C:20]1[N:24]=[C:23]([C:25]([Cl:28])([Cl:27])[Cl:26])[N:22]([C:29]2[CH:34]=[CH:33][CH:32]=[CH:31][CH:30]=2)[N:21]=1)=[O:19].Cl. Product: [Cl:1][C:2]1[CH:7]=[C:6]([O:8][CH2:9][CH:10]([OH:11])[CH2:14][OH:13])[CH:5]=[CH:4][C:3]=1[NH:17][C:18]([C:20]1[N:24]=[C:23]([C:25]([Cl:26])([Cl:28])[Cl:27])[N:22]([C:29]2[CH:30]=[CH:31][CH:32]=[CH:33][CH:34]=2)[N:21]=1)=[O:19]. The catalyst class is: 24.